From a dataset of Forward reaction prediction with 1.9M reactions from USPTO patents (1976-2016). Predict the product of the given reaction. (1) Given the reactants [H-].[Na+].[Br-].[CH2:4]([P+](C1C=CC=CC=1)(C1C=CC=CC=1)C1C=CC=CC=1)[C:5]1[CH:10]=[CH:9][CH:8]=[CH:7][CH:6]=1.[O:30]1[C:34]2([CH2:39][CH2:38][C:37](=O)[CH2:36][CH2:35]2)[O:33][CH2:32][CH2:31]1, predict the reaction product. The product is: [CH:4](=[C:37]1[CH2:38][CH2:39][C:34]2([O:33][CH2:32][CH2:31][O:30]2)[CH2:35][CH2:36]1)[C:5]1[CH:10]=[CH:9][CH:8]=[CH:7][CH:6]=1. (2) Given the reactants [CH:1]([C@:4]1([C:17]([N:19]2[CH2:24][CH:23]=[C:22]([C:25]3[CH:30]=[CH:29][CH:28]=[CH:27][CH:26]=3)[CH2:21][CH2:20]2)=[O:18])[CH2:8][CH2:7][C@@H:6]([NH:9]C(=O)OC(C)(C)C)[CH2:5]1)([CH3:3])[CH3:2], predict the reaction product. The product is: [CH:1]([C@:4]1([C:17]([N:19]2[CH2:20][CH:21]=[C:22]([C:25]3[CH:26]=[CH:27][CH:28]=[CH:29][CH:30]=3)[CH2:23][CH2:24]2)=[O:18])[CH2:8][CH2:7][C@@H:6]([NH2:9])[CH2:5]1)([CH3:3])[CH3:2].